Dataset: Reaction yield outcomes from USPTO patents with 853,638 reactions. Task: Predict the reaction yield, written as a fraction of the theoretical maximum amount of product (1.0 means a 100% yield; for example, 0.34 means a 34% yield). (1) The catalyst is CO.C1COCC1. The reactants are C([O:4][C@H:5]1[CH2:22][CH2:21][C@@:20]2([CH3:23])[C@@H:7]([CH2:8][CH2:9][C@:10]3([CH3:50])[C@@H:19]2[CH2:18][CH2:17][C@H:16]2[C@@:11]3([CH3:49])[CH2:12][CH2:13][C@@:14]3([C:30](=[O:48])[NH:31][C@@H:32]4[CH2:35][C@H:34]([C:36]([N:38]5[CH2:43][CH2:42][N:41]([CH2:44][CH3:45])[CH2:40][CH2:39]5)=[O:37])[C:33]4([CH3:47])[CH3:46])[CH2:26][CH2:25][C@@H:24]([C:27]([CH3:29])=[CH2:28])[C@@H:15]32)[C:6]1([CH3:52])[CH3:51])(=O)C.[OH-].[Na+]. The product is [CH2:44]([N:41]1[CH2:42][CH2:43][N:38]([C:36]([C@H:34]2[CH2:35][C@@H:32]([NH:31][C:30]([C@:14]34[CH2:26][CH2:25][C@@H:24]([C:27]([CH3:29])=[CH2:28])[C@@H:15]3[C@@H:16]3[C@@:11]([CH3:49])([CH2:12][CH2:13]4)[C@@:10]4([CH3:50])[C@@H:19]([C@:20]5([CH3:23])[C@@H:7]([CH2:8][CH2:9]4)[C:6]([CH3:51])([CH3:52])[C@@H:5]([OH:4])[CH2:22][CH2:21]5)[CH2:18][CH2:17]3)=[O:48])[C:33]2([CH3:46])[CH3:47])=[O:37])[CH2:39][CH2:40]1)[CH3:45]. The yield is 0.933. (2) The reactants are P([O-])(O)(O)=O.[Na+].CC(=CC)C.[Cl:12][C:13]1[CH:22]=[C:21]2[C:16]([C:17]([C:39]3[CH:44]=[CH:43][CH:42]=[C:41]([CH:45]=[O:46])[CH:40]=3)=[C:18]([CH2:24][C:25]([NH:27][C:28]3[CH:33]=[CH:32][C:31]([Cl:34])=[CH:30][C:29]=3[C:35]([F:38])([F:37])[F:36])=[O:26])[C:19](=[O:23])[O:20]2)=[CH:15][C:14]=1[CH3:47].Cl([O-])=[O:49].[Na+].Cl. The catalyst is C(O)(C)(C)C.C1COCC1.O. The product is [Cl:12][C:13]1[CH:22]=[C:21]2[C:16]([C:17]([C:39]3[CH:40]=[C:41]([CH:42]=[CH:43][CH:44]=3)[C:45]([OH:49])=[O:46])=[C:18]([CH2:24][C:25]([NH:27][C:28]3[CH:33]=[CH:32][C:31]([Cl:34])=[CH:30][C:29]=3[C:35]([F:36])([F:38])[F:37])=[O:26])[C:19](=[O:23])[O:20]2)=[CH:15][C:14]=1[CH3:47]. The yield is 0.920. (3) The yield is 0.660. The reactants are Br[C:2]1[CH:3]=[CH:4][C:5]([O:8][CH2:9][C:10]2[C:11]([C:16]3[CH:21]=[CH:20][CH:19]=[CH:18][CH:17]=3)=[N:12][O:13][C:14]=2[CH3:15])=[N:6][CH:7]=1.C([Li])CCC.[O:27]1[CH2:30][C:29](=[O:31])[CH2:28]1.CO. The catalyst is C1COCC1. The product is [CH3:15][C:14]1[O:13][N:12]=[C:11]([C:16]2[CH:21]=[CH:20][CH:19]=[CH:18][CH:17]=2)[C:10]=1[CH2:9][O:8][C:5]1[N:6]=[CH:7][C:2]([C:29]2([OH:31])[CH2:30][O:27][CH2:28]2)=[CH:3][CH:4]=1. (4) The reactants are [CH3:1][O:2][C:3]([C:5]1[S:9][C:8]2[CH:10]=[C:11]([Cl:14])[CH:12]=[CH:13][C:7]=2[C:6]=1[OH:15])=[O:4].C([O-])([O-])=O.[K+].[K+].[CH2:22]([O:24][C:25](=[O:29])[CH:26](Br)[F:27])[CH3:23]. The catalyst is CN(C=O)C. The product is [CH3:1][O:2][C:3]([C:5]1[S:9][C:8]2[CH:10]=[C:11]([Cl:14])[CH:12]=[CH:13][C:7]=2[C:6]=1[O:15][CH:26]([C:25]([O:24][CH2:22][CH3:23])=[O:29])[F:27])=[O:4]. The yield is 0.560. (5) The reactants are Cl.[CH3:2][NH:3][O:4][CH3:5].C(N(CC)CC)C.[F:13][C:14]1[CH:15]=[C:16]2[C:20](=[CH:21][CH:22]=1)[NH:19][C:18]([C:23]([OH:25])=O)=[CH:17]2.Cl.C(N=C=NCCCN(C)C)C. The catalyst is ClCCl. The product is [F:13][C:14]1[CH:15]=[C:16]2[C:20](=[CH:21][CH:22]=1)[NH:19][C:18]([C:23]([N:3]([O:4][CH3:5])[CH3:2])=[O:25])=[CH:17]2. The yield is 0.280. (6) The reactants are [Na].[C:2]([O:10]CC)(=[O:9])[CH2:3][C:4]([O:6]CC)=[O:5].[CH2:13]([O:20][C:21]([N:23]1[CH2:28][CH2:27][CH:26](OS(C2C=CC=CC=2)(=O)=O)[CH2:25][CH2:24]1)=[O:22])[C:14]1[CH:19]=[CH:18][CH:17]=[CH:16][CH:15]=1.O.[OH-].[Li+]. The catalyst is C(O)C.CO.O. The yield is 0.560. The product is [CH2:13]([O:20][C:21]([N:23]1[CH2:28][CH2:27][CH:26]([CH:3]([C:4]([OH:6])=[O:5])[C:2]([OH:10])=[O:9])[CH2:25][CH2:24]1)=[O:22])[C:14]1[CH:15]=[CH:16][CH:17]=[CH:18][CH:19]=1. (7) The reactants are [Cl:1][C:2]1[CH:3]=[N:4][N:5]([CH3:42])[C:6]=1[C:7]1[CH:8]=[C:9]([C:15]([NH:17][C@@H:18]([CH2:31][C:32]2[CH:37]=[CH:36][CH:35]=[CH:34][C:33]=2[C:38]([F:41])([F:40])[F:39])[CH2:19][N:20]2C(=O)C3C(=CC=CC=3)C2=O)=[O:16])[S:10][C:11]=1[CH2:12][CH2:13][CH3:14].NN. The catalyst is O1CCCC1.CO. The product is [NH2:20][CH2:19][C@@H:18]([NH:17][C:15]([C:9]1[S:10][C:11]([CH2:12][CH2:13][CH3:14])=[C:7]([C:6]2[N:5]([CH3:42])[N:4]=[CH:3][C:2]=2[Cl:1])[CH:8]=1)=[O:16])[CH2:31][C:32]1[CH:37]=[CH:36][CH:35]=[CH:34][C:33]=1[C:38]([F:41])([F:40])[F:39]. The yield is 0.800. (8) The reactants are [C:1]([O:5][C:6]([C:8]1([NH:19][S:20]([C:23]2[S:24][C:25]([C:28]3[CH:33]=[CH:32][C:31]([Cl:34])=[CH:30][CH:29]=3)=[CH:26][CH:27]=2)(=[O:22])=[O:21])[CH2:10][C:9]1([CH2:17][NH2:18])[C:11]1[CH:16]=[CH:15][CH:14]=[CH:13][CH:12]=1)=[O:7])([CH3:4])([CH3:3])[CH3:2].[CH3:35][C:36]([CH3:38])=O.C(O[BH-](OC(=O)C)OC(=O)C)(=O)C.[Na+].C(=O)([O-])O.[Na+]. The catalyst is O1CCCC1.C(O)(=O)C. The product is [C:1]([O:5][C:6]([C:8]1([NH:19][S:20]([C:23]2[S:24][C:25]([C:28]3[CH:33]=[CH:32][C:31]([Cl:34])=[CH:30][CH:29]=3)=[CH:26][CH:27]=2)(=[O:22])=[O:21])[CH2:10][C:9]1([CH2:17][NH:18][CH:36]([CH3:38])[CH3:35])[C:11]1[CH:12]=[CH:13][CH:14]=[CH:15][CH:16]=1)=[O:7])([CH3:4])([CH3:2])[CH3:3]. The yield is 0.690. (9) The reactants are [C:1]([C:3]1[CH:8]=[CH:7][CH:6]=[CH:5][C:4]=1[C:9]1[CH:14]=[CH:13][C:12]([CH2:15][CH:16]([C:22](=O)[CH2:23][CH2:24][CH3:25])[C:17](OCC)=[O:18])=[C:11]([F:27])[CH:10]=1)#[N:2].[O:28]1[C:32]2([CH2:37][CH2:36][CH:35]([NH:38][C:39]3[NH:43][C:42]([CH3:44])=[N:41][N:40]=3)[CH2:34][CH2:33]2)[O:31][CH2:30][CH2:29]1. No catalyst specified. The product is [O:28]1[C:32]2([CH2:33][CH2:34][CH:35]([N:38]3[C:17](=[O:18])[C:16]([CH2:15][C:12]4[CH:13]=[CH:14][C:9]([C:4]5[C:3]([C:1]#[N:2])=[CH:8][CH:7]=[CH:6][CH:5]=5)=[CH:10][C:11]=4[F:27])=[C:22]([CH2:23][CH2:24][CH3:25])[N:40]4[N:41]=[C:42]([CH3:44])[N:43]=[C:39]34)[CH2:36][CH2:37]2)[O:31][CH2:30][CH2:29]1. The yield is 0.280.